From a dataset of Full USPTO retrosynthesis dataset with 1.9M reactions from patents (1976-2016). Predict the reactants needed to synthesize the given product. (1) Given the product [CH2:13]([CH:20]1[CH2:21][CH2:22][N:23]([C:26](=[O:30])[C:27]([NH:1][C:2]2[CH:12]=[CH:11][C:5]3[NH:6][C:7](=[O:10])[CH2:8][O:9][C:4]=3[CH:3]=2)=[O:28])[CH2:24][CH2:25]1)[C:14]1[CH:15]=[CH:16][CH:17]=[CH:18][CH:19]=1, predict the reactants needed to synthesize it. The reactants are: [NH2:1][C:2]1[CH:12]=[CH:11][C:5]2[NH:6][C:7](=[O:10])[CH2:8][O:9][C:4]=2[CH:3]=1.[CH2:13]([CH:20]1[CH2:25][CH2:24][N:23]([C:26](=[O:30])[C:27](O)=[O:28])[CH2:22][CH2:21]1)[C:14]1[CH:19]=[CH:18][CH:17]=[CH:16][CH:15]=1. (2) Given the product [C:1]1([C:21]2[CH:26]=[CH:25][CH:24]=[CH:23][CH:22]=2)[CH:2]=[CH:3][C:4]([CH2:7][C:8]([NH:10][C@@H:11]([C:13]2[CH:18]=[CH:17][C:16]([OH:19])=[CH:15][N:14]=2)[CH3:12])=[O:9])=[CH:5][CH:6]=1, predict the reactants needed to synthesize it. The reactants are: [C:1]1([C:21]2[CH:26]=[CH:25][CH:24]=[CH:23][CH:22]=2)[CH:6]=[CH:5][C:4]([CH2:7][C:8]([NH:10][C@@H:11]([C:13]2[CH:18]=[CH:17][C:16]([O:19]C)=[CH:15][N:14]=2)[CH3:12])=[O:9])=[CH:3][CH:2]=1.[C-]#N.[Na+]. (3) Given the product [Cl:1][C:2]1[CH:27]=[C:26]([C:28]2[CH2:33][CH2:32][C:31](=[O:34])[NH:30][N:29]=2)[CH:25]=[CH:24][C:3]=1[O:4][CH2:5][CH2:6][CH2:7][O:8][CH2:9][CH2:10][C:11]1[CH:16]=[CH:15][C:14]([OH:17])=[CH:13][CH:12]=1, predict the reactants needed to synthesize it. The reactants are: [Cl:1][C:2]1[CH:27]=[C:26]([C:28]2[CH2:33][CH2:32][C:31](=[O:34])[NH:30][N:29]=2)[CH:25]=[CH:24][C:3]=1[O:4][CH2:5][CH2:6][CH2:7][O:8][CH2:9][CH2:10][C:11]1[CH:16]=[CH:15][C:14]([O:17]C(=O)C(C)(C)C)=[CH:13][CH:12]=1.[OH-].[Li+].C(OC)(C)(C)C.Cl. (4) Given the product [NH2:1][C:2]1[N:3]([CH3:24])[C:4](=[O:23])[C:5]2([N:22]=1)[C@H:18]1[C@@H:13]([CH2:14][CH:15]([O:19][CH3:20])[CH2:16][CH2:17]1)[O:12][C:11]1[C:6]2=[CH:7][C:8]([C:28]2[CH:29]=[C:30]([F:32])[CH:31]=[C:26]([Cl:25])[CH:27]=2)=[CH:9][CH:10]=1, predict the reactants needed to synthesize it. The reactants are: [NH2:1][C:2]1[N:3]([CH3:24])[C:4](=[O:23])[C:5]2([N:22]=1)[C@H:18]1[C@@H:13]([CH2:14][CH:15]([O:19][CH3:20])[CH2:16][CH2:17]1)[O:12][C:11]1[C:6]2=[CH:7][C:8](Br)=[CH:9][CH:10]=1.[Cl:25][C:26]1[CH:27]=[C:28](B(O)O)[CH:29]=[C:30]([F:32])[CH:31]=1.C([O-])([O-])=O.[Na+].[Na+].O1CCOCC1. (5) Given the product [F:1][C:2]([F:7])([F:6])[C:3]([OH:5])=[O:4].[Cl:8][C:9]1[CH:10]=[C:11]([CH:27]=[CH:28][C:29]=1[Cl:30])[CH2:12][C:13]1([OH:26])[CH2:18][CH2:17][NH:16][CH2:15][CH2:14]1, predict the reactants needed to synthesize it. The reactants are: [F:1][C:2]([F:7])([F:6])[C:3]([OH:5])=[O:4].[Cl:8][C:9]1[CH:10]=[C:11]([CH:27]=[CH:28][C:29]=1[Cl:30])[CH2:12][C:13]1([OH:26])[CH2:18][CH2:17][N:16](C(OC(C)(C)C)=O)[CH2:15][CH2:14]1. (6) The reactants are: I[CH2:2][C@H:3]1[O:7][C:6](=[O:8])[N:5]([C:9]2[CH:10]=[CH:11][C:12]3[S:17][CH2:16][C:15](=[O:18])[NH:14][C:13]=3[CH:19]=2)[CH2:4]1.[C:20]([N:27]1[CH2:32][CH2:31][NH:30][CH2:29][CH2:28]1)([O:22][C:23]([CH3:26])([CH3:25])[CH3:24])=[O:21]. Given the product [C:23]([O:22][C:20]([N:27]1[CH2:32][CH2:31][N:30]([CH2:2][C@H:3]2[O:7][C:6](=[O:8])[N:5]([C:9]3[CH:10]=[CH:11][C:12]4[S:17][CH2:16][C:15](=[O:18])[NH:14][C:13]=4[CH:19]=3)[CH2:4]2)[CH2:29][CH2:28]1)=[O:21])([CH3:26])([CH3:24])[CH3:25], predict the reactants needed to synthesize it. (7) Given the product [NH2:1][N:2]1[C:11](=[O:12])[C:10]2[C:5](=[C:6]([CH3:31])[C:7]([N:29]3[CH2:30][CH:27]([OH:26])[CH2:28]3)=[C:8]([F:13])[CH:9]=2)[N:4]([CH:16]2[CH2:21][CH2:20]2)[C:3]1=[O:25], predict the reactants needed to synthesize it. The reactants are: [NH2:1][N:2]1[C:11](=[O:12])[C:10]2[C:5](=[C:6](Cl)[C:7](F)=[C:8]([F:13])[CH:9]=2)[N:4]([C:16]2[C:21](F)=[CH:20]C(F)=C(N)N=2)[C:3]1=[O:25].[OH:26][CH:27]1[CH2:30][NH:29][CH2:28]1.[CH2:31](N(CC)CC)C.